Dataset: TCR-epitope binding with 47,182 pairs between 192 epitopes and 23,139 TCRs. Task: Binary Classification. Given a T-cell receptor sequence (or CDR3 region) and an epitope sequence, predict whether binding occurs between them. (1) The epitope is TPINLVRDL. The TCR CDR3 sequence is CASSQDQRGSYEQYF. Result: 1 (the TCR binds to the epitope). (2) The epitope is YLQPRTFLL. The TCR CDR3 sequence is CAASEMNTGELFF. Result: 1 (the TCR binds to the epitope). (3) The epitope is KRWIILGLNK. The TCR CDR3 sequence is CASSQGAGGIEQFF. Result: 1 (the TCR binds to the epitope).